Task: Binary Classification. Given a drug SMILES string, predict its activity (active/inactive) in a high-throughput screening assay against a specified biological target.. Dataset: Orexin1 receptor HTS with 218,158 compounds and 233 confirmed actives (1) The molecule is S(=O)(=O)(N)c1ccc(CCNC(=S)Nc2cc(cc(c2)C)C)cc1. The result is 0 (inactive). (2) The compound is O=C1N(CCC1)CCCNC(=O)c1[nH]c2c(c1C)cc(OC)cc2. The result is 0 (inactive). (3) The drug is Clc1ccc(c2nc(sc2)N\N=C2/N=C(N)c3c2cccc3)cc1. The result is 0 (inactive). (4) The drug is Clc1ccc(NC(=O)c2nc(sc2C)N(Cc2occc2)C(=O)C)cc1. The result is 0 (inactive). (5) The molecule is Brc1c(OCc2ccc(F)cc2)c(OC)cc(CNn2c(n[nH]c2=S)C)c1. The result is 0 (inactive). (6) The molecule is S(CC(=O)NNC(=O)C1CCCCC1)c1nc(nc2c1cccc2)CCC. The result is 0 (inactive).